This data is from Full USPTO retrosynthesis dataset with 1.9M reactions from patents (1976-2016). The task is: Predict the reactants needed to synthesize the given product. Given the product [Cl:1][C:2]1[CH:33]=[CH:32][CH:31]=[CH:30][C:3]=1[CH2:4][N:5]([CH3:29])[C:6]([C:8]1[N:9]=[N:10][N:11]([CH2:14][C:15]2[CH:20]=[C:19]([C:21]([F:24])([F:23])[F:22])[CH:18]=[C:17]([C:25]([F:27])([F:26])[F:28])[CH:16]=2)[C:12]=1[S:40][C:34]1[CH:39]=[CH:38][CH:37]=[CH:36][CH:35]=1)=[O:7], predict the reactants needed to synthesize it. The reactants are: [Cl:1][C:2]1[CH:33]=[CH:32][CH:31]=[CH:30][C:3]=1[CH2:4][N:5]([CH3:29])[C:6]([C:8]1[N:9]=[N:10][N:11]([CH2:14][C:15]2[CH:20]=[C:19]([C:21]([F:24])([F:23])[F:22])[CH:18]=[C:17]([C:25]([F:28])([F:27])[F:26])[CH:16]=2)[C:12]=1Cl)=[O:7].[C:34]1([SH:40])[CH:39]=[CH:38][CH:37]=[CH:36][CH:35]=1.